Dataset: Full USPTO retrosynthesis dataset with 1.9M reactions from patents (1976-2016). Task: Predict the reactants needed to synthesize the given product. (1) Given the product [CH3:6][C:2]([N:30]1[CH2:31][CH2:32][N:27]([CH3:26])[CH2:28][CH2:29]1)([CH3:3])[C:4]#[CH:5], predict the reactants needed to synthesize it. The reactants are: C[C:2]([CH2:6]C(O)=O)([C:4]#[CH:5])[CH3:3].[CH3:3][C:2](OC(=O)C)([CH3:6])[C:4]#[CH:5].C(N(CC)CC)C.[CH3:26][N:27]1[CH2:32][CH2:31][NH:30][CH2:29][CH2:28]1. (2) Given the product [CH:1]1([CH:5]([C:17]2[CH:21]=[C:20]([C:22]3[CH:27]=[CH:26][CH:25]=[CH:24][CH:23]=3)[O:19][C:18]=2[CH3:28])[O:6][C:7]2[CH:16]=[CH:15][C:10]([C:11]([OH:13])=[O:12])=[CH:9][CH:8]=2)[CH2:4][CH2:3][CH2:2]1, predict the reactants needed to synthesize it. The reactants are: [CH:1]1([CH:5]([C:17]2[CH:21]=[C:20]([C:22]3[CH:27]=[CH:26][CH:25]=[CH:24][CH:23]=3)[O:19][C:18]=2[CH3:28])[O:6][C:7]2[CH:16]=[CH:15][C:10]([C:11]([O:13]C)=[O:12])=[CH:9][CH:8]=2)[CH2:4][CH2:3][CH2:2]1.[OH-].[Li+].O.Cl. (3) Given the product [F:1][C:2]1[CH:9]=[C:8]([C:10]2[CH:15]=[CH:14][N:13]=[C:12]3[NH:16][C:17]([C:19]4[CH:20]=[N:21][N:22]([CH2:24][CH2:25][N:26]5[CH2:31][CH2:30][O:29][CH2:28][CH2:27]5)[CH:23]=4)=[N:18][C:11]=23)[CH:7]=[CH:6][C:3]=1[CH2:4][NH:5][C:41]([C:39]1[O:40][C:36]([C:32]([CH3:35])([CH3:34])[CH3:33])=[N:37][N:38]=1)=[O:42], predict the reactants needed to synthesize it. The reactants are: [F:1][C:2]1[CH:9]=[C:8]([C:10]2[CH:15]=[CH:14][N:13]=[C:12]3[NH:16][C:17]([C:19]4[CH:20]=[N:21][N:22]([CH2:24][CH2:25][N:26]5[CH2:31][CH2:30][O:29][CH2:28][CH2:27]5)[CH:23]=4)=[N:18][C:11]=23)[CH:7]=[CH:6][C:3]=1[CH2:4][NH2:5].[C:32]([C:36]1[O:40][C:39]([C:41](O)=[O:42])=[N:38][N:37]=1)([CH3:35])([CH3:34])[CH3:33].C(P1(=O)OP(=O)(CCC)OP(=O)(CCC)O1)CC.CCN(C(C)C)C(C)C. (4) The reactants are: Br[C:2]1[C:11]([NH:12][C:13](=[O:26])[C:14](=[O:25])[CH2:15][C:16]([CH3:24])([C:18]2[CH:23]=[CH:22][CH:21]=[CH:20][CH:19]=2)[CH3:17])=[CH:10][CH:9]=[C:8]2[C:3]=1[CH2:4][O:5][C:6]2=[O:7].N[C:28]1C=C2C(=CC=1)C(=O)OC2.C1(C2(CC(=O)C(O)=O)CCC2)C=CC=CC=1. Given the product [C:18]1([C:16]2([CH2:15][C:14](=[O:25])[C:13]([NH:12][C:11]3[CH:2]=[C:3]4[C:8](=[CH:9][CH:10]=3)[C:6](=[O:7])[O:5][CH2:4]4)=[O:26])[CH2:24][CH2:28][CH2:17]2)[CH:23]=[CH:22][CH:21]=[CH:20][CH:19]=1, predict the reactants needed to synthesize it. (5) Given the product [C:1]([O:4][C@H:5]([CH2:21][N:22]1[CH2:26][CH2:25][CH2:24][CH2:23]1)[CH2:6][O:7][C:8]1[CH:17]=[C:16]2[C:11]([C:12]([O:37][C:36]3[C:28]([F:27])=[C:29]4[C:33](=[CH:34][CH:35]=3)[NH:32][C:31]([CH3:38])=[CH:30]4)=[N:13][CH:14]=[N:15]2)=[CH:10][C:9]=1[O:19][CH3:20])(=[O:3])[CH3:2], predict the reactants needed to synthesize it. The reactants are: [C:1]([O:4][C@H:5]([CH2:21][N:22]1[CH2:26][CH2:25][CH2:24][CH2:23]1)[CH2:6][O:7][C:8]1[CH:17]=[C:16]2[C:11]([C:12](Cl)=[N:13][CH:14]=[N:15]2)=[CH:10][C:9]=1[O:19][CH3:20])(=[O:3])[CH3:2].[F:27][C:28]1[C:36]([OH:37])=[CH:35][CH:34]=[C:33]2[C:29]=1[CH:30]=[C:31]([CH3:38])[NH:32]2.C(=O)([O-])[O-].[K+].[K+]. (6) Given the product [O:19]=[C:18]1[NH:1][C:2]2[C:3]([C:4]([O:6][CH2:7][CH3:8])=[O:5])=[CH:9][CH:10]=[CH:11][C:12]=2[N:13]2[CH:17]=[CH:16][N:15]=[C:14]12, predict the reactants needed to synthesize it. The reactants are: [NH2:1][C:2]1[C:12]([N:13]2[CH:17]=[CH:16][N:15]=[CH:14]2)=[CH:11][CH:10]=[CH:9][C:3]=1[C:4]([O:6][CH2:7][CH3:8])=[O:5].[C:18](N1C=CN=C1)(N1C=CN=C1)=[O:19].